From a dataset of Forward reaction prediction with 1.9M reactions from USPTO patents (1976-2016). Predict the product of the given reaction. (1) Given the reactants [CH:1](Br)([CH3:3])[CH3:2].C([O:7][C:8]([C:10]1[CH:11]=[N:12][N:13]([C:16]2[CH:21]=[CH:20][C:19]([OH:22])=[CH:18][N:17]=2)[C:14]=1[CH3:15])=[O:9])C.C(=O)([O-])[O-].[K+].[K+].O, predict the reaction product. The product is: [CH:1]([O:22][C:19]1[CH:20]=[CH:21][C:16]([N:13]2[C:14]([CH3:15])=[C:10]([C:8]([OH:9])=[O:7])[CH:11]=[N:12]2)=[N:17][CH:18]=1)([CH3:3])[CH3:2]. (2) Given the reactants [NH2:1][C:2]1[CH:7]=[CH:6][CH:5]=[CH:4][CH:3]=1.[Br:8][C:9]1=[C:10]([Br:16])[C:11]([O:13][C:14]1=O)=[O:12], predict the reaction product. The product is: [C:2]1([N:1]2[C:14](=[O:13])[C:9]([Br:8])=[C:10]([Br:16])[C:11]2=[O:12])[CH:7]=[CH:6][CH:5]=[CH:4][CH:3]=1.